Dataset: Catalyst prediction with 721,799 reactions and 888 catalyst types from USPTO. Task: Predict which catalyst facilitates the given reaction. (1) Reactant: [F:1][C:2]1[CH:7]=[CH:6][C:5]([C:8]2[C:17]3[C:12](=[CH:13][CH:14]=[C:15]([N:18]4[CH2:23][CH2:22][CH2:21][CH2:20][CH2:19]4)[CH:16]=3)[N:11]=[C:10]([CH3:24])[C:9]=2[C:25](OC)=[O:26])=[CH:4][CH:3]=1.[H-].[H-].[H-].[H-].[Li+].[Al+3].O. Product: [F:1][C:2]1[CH:3]=[CH:4][C:5]([C:8]2[C:17]3[C:12](=[CH:13][CH:14]=[C:15]([N:18]4[CH2:19][CH2:20][CH2:21][CH2:22][CH2:23]4)[CH:16]=3)[N:11]=[C:10]([CH3:24])[C:9]=2[CH2:25][OH:26])=[CH:6][CH:7]=1. The catalyst class is: 1. (2) Reactant: [CH:1]([C:3]1[C:12]2[C:7](=[CH:8][CH:9]=[CH:10][CH:11]=2)[C:6]([C:13]#[N:14])=[CH:5][CH:4]=1)=O.[CH3:15][C:16](=[O:21])[CH2:17][C:18](=[O:20])[CH3:19].C(O)(=O)C.N1CCCCC1. Product: [C:18]([C:17]([C:16](=[O:21])[CH3:15])=[CH:1][C:3]1[C:12]2[C:7](=[CH:8][CH:9]=[CH:10][CH:11]=2)[C:6]([C:13]#[N:14])=[CH:5][CH:4]=1)(=[O:20])[CH3:19]. The catalyst class is: 4. (3) Reactant: [Si]([O:8][CH2:9][C:10]([CH3:56])([CH3:55])[CH2:11][N:12]1[CH:21]=[C:20]([S:22]([N:25]2[CH2:30][CH2:29][N:28]([C:31]([O:33]C(C)(C)C)=[O:32])[C@@H:27]([CH2:38]O)[CH2:26]2)(=[O:24])=[O:23])[C:19]2[C:14](=[CH:15][CH:16]=[C:17]([C:40]3[CH:45]=[C:44]([C:46](=[O:51])[NH:47][CH:48]4[CH2:50][CH2:49]4)[CH:43]=[C:42]([F:52])[C:41]=3[CH3:53])[CH:18]=2)[C:13]1=[O:54])(C(C)(C)C)(C)C.FC(F)(F)C(O)=O. Product: [CH:48]1([NH:47][C:46](=[O:51])[C:44]2[CH:45]=[C:40]([C:17]3[CH:18]=[C:19]4[C:14](=[CH:15][CH:16]=3)[C:13](=[O:54])[N:12]([CH2:11][C:10]([CH3:56])([CH3:55])[CH2:9][OH:8])[CH:21]=[C:20]4[S:22]([N:25]3[CH2:30][CH2:29][N:28]4[C:31](=[O:32])[O:33][CH2:38][C@H:27]4[CH2:26]3)(=[O:24])=[O:23])[C:41]([CH3:53])=[C:42]([F:52])[CH:43]=2)[CH2:49][CH2:50]1. The catalyst class is: 390.